The task is: Predict which catalyst facilitates the given reaction.. This data is from Catalyst prediction with 721,799 reactions and 888 catalyst types from USPTO. (1) Reactant: [H-].[Na+].[OH:3][C:4]1[CH:9]=[CH:8][C:7]([N:10]2[C:15](=[O:16])[C:14]([CH2:17][C:18]3[CH:23]=[CH:22][C:21]([C:24]4[C:25]([C:30]#[N:31])=[CH:26][CH:27]=[CH:28][CH:29]=4)=[CH:20][CH:19]=3)=[C:13]([CH2:32][CH2:33][CH3:34])[N:12]3[N:35]=[CH:36][N:37]=[C:11]23)=[CH:6][CH:5]=1.[CH3:38][C:39]1([CH3:42])[CH2:41][O:40]1.Cl. Product: [OH:40][C:39]([CH3:42])([CH3:41])[CH2:38][O:3][C:4]1[CH:9]=[CH:8][C:7]([N:10]2[C:15](=[O:16])[C:14]([CH2:17][C:18]3[CH:23]=[CH:22][C:21]([C:24]4[C:25]([C:30]#[N:31])=[CH:26][CH:27]=[CH:28][CH:29]=4)=[CH:20][CH:19]=3)=[C:13]([CH2:32][CH2:33][CH3:34])[N:12]3[N:35]=[CH:36][N:37]=[C:11]23)=[CH:6][CH:5]=1. The catalyst class is: 9. (2) Reactant: C(OC([NH:11][CH:12]([CH2:23][CH2:24][P:25]([O:37][CH3:38])([O:27][C:28]1[CH:33]=[CH:32][C:31]([N+:34]([O-:36])=[O:35])=[CH:30][CH:29]=1)=[O:26])[C:13]([O:15]CC1C=CC=CC=1)=[O:14])=O)C1C=CC=CC=1.C1(OC)C=CC=CC=1.[Cl-].[Cl-].[Cl-].[Al+3].O. Product: [NH2:11][CH:12]([CH2:23][CH2:24][P:25]([O:37][CH3:38])([O:27][C:28]1[CH:33]=[CH:32][C:31]([N+:34]([O-:36])=[O:35])=[CH:30][CH:29]=1)=[O:26])[C:13]([OH:15])=[O:14]. The catalyst class is: 463. (3) Reactant: [H-].[Na+].[C:3]([CH2:5]P(=O)(OCC)OCC)#[N:4].[O:14]1[C:18]2[C:19]3[C:20](=O)[CH2:21][CH2:22][C:23]=3[CH:24]=[CH:25][C:17]=2[N:16]=[CH:15]1.[Cl-].[NH4+]. Product: [O:14]1[C:18]2[C:19]3[C:20](=[CH:5][C:3]#[N:4])[CH2:21][CH2:22][C:23]=3[CH:24]=[CH:25][C:17]=2[N:16]=[CH:15]1. The catalyst class is: 7. (4) Reactant: [CH2:1]([N:8]([CH2:13][C@H:14](Cl)[C:15]1[CH:20]=[CH:19][CH:18]=[CH:17]C=1)[CH2:9][CH2:10][C:11]#[N:12])[C:2]1[CH:7]=[CH:6][CH:5]=[CH:4][CH:3]=1.C1(C)C=CC=CC=1.C[Si](C)(C)[N-][Si](C)(C)C.[Na+].[O:39]1CCC[CH2:40]1. Product: [CH2:13]([N:8]([C@@H:1]([C:2]1[CH:3]=[CH:4][CH:5]=[CH:6][CH:7]=1)[CH2:40][OH:39])[CH2:9][CH2:10][C:11]#[N:12])[C:14]1[CH:15]=[CH:20][CH:19]=[CH:18][CH:17]=1. The catalyst class is: 6. (5) Reactant: C(P(CCCC)CCCC)CCC.[CH3:14][O:15][C:16](=[O:30])[CH2:17][C:18]1[C:22]2[C:23]([Cl:29])=[CH:24][C:25]([OH:28])=[C:26]([F:27])[C:21]=2[S:20][CH:19]=1.[CH3:31][C:32]1[C:37]([CH2:38]O)=[CH:36][CH:35]=[C:34]([C:40]([F:43])([F:42])[F:41])[N:33]=1.C1CCN(C(N=NC(N2CCCCC2)=O)=O)CC1. Product: [CH3:14][O:15][C:16](=[O:30])[CH2:17][C:18]1[C:22]2[C:23]([Cl:29])=[CH:24][C:25]([O:28][CH2:38][C:37]3[C:32]([CH3:31])=[N:33][C:34]([C:40]([F:43])([F:41])[F:42])=[CH:35][CH:36]=3)=[C:26]([F:27])[C:21]=2[S:20][CH:19]=1. The catalyst class is: 1. (6) Reactant: [Cl:1][C:2]1[CH:7]=[CH:6][C:5]([N:8]2[CH:12]=[C:11]([C:13]([NH2:15])=O)[N:10]=[N:9]2)=[C:4]([C:16]2[CH:21]=[C:20]([O:22][CH3:23])[N:19]=[CH:18][N:17]=2)[CH:3]=1.C(P1(=O)OP(CCC)(=O)OP(CCC)(=O)O1)CC. Product: [Cl:1][C:2]1[CH:7]=[CH:6][C:5]([N:8]2[CH:12]=[C:11]([C:13]#[N:15])[N:10]=[N:9]2)=[C:4]([C:16]2[CH:21]=[C:20]([O:22][CH3:23])[N:19]=[CH:18][N:17]=2)[CH:3]=1. The catalyst class is: 25. (7) Reactant: [NH2:1][C:2]1[C:7]2[NH:8][C:9](=[S:19])[N:10]([CH2:11][CH2:12][NH:13][CH2:14][C:15]([CH3:18])([CH3:17])[CH3:16])[C:6]=2[CH:5]=[CH:4][N:3]=1.[I:20][C:21]1[C:31](I)=[CH:30][C:24]2[O:25][C:26]([CH3:29])([CH3:28])[O:27][C:23]=2[CH:22]=1.CC1C=CC2C=CC3C=CC(C)=NC=3C=2N=1.O.CC([O-])(C)C.[Na+].C(NCCN1C2C=CN=C(N)C=2N=C1SC1C(C=C)=CC2OCOC=2C=1)C(C)(C)C. The catalyst class is: 122. Product: [I:20][C:21]1[C:31]([S:19][C:9]2[N:10]([CH2:11][CH2:12][NH:13][CH2:14][C:15]([CH3:16])([CH3:18])[CH3:17])[C:6]3[CH:5]=[CH:4][N:3]=[C:2]([NH2:1])[C:7]=3[N:8]=2)=[CH:30][C:24]2[O:25][C:26]([CH3:28])([CH3:29])[O:27][C:23]=2[CH:22]=1. (8) Reactant: C[O:2][C:3]([C:5]1[N:6]=[C:7]([N:16]2[CH2:21][CH2:20][N:19]3[C:22]([C:25]([F:28])([F:27])[F:26])=[N:23][N:24]=[C:18]3[CH2:17]2)[C:8]2[CH:13]=[C:12]([CH2:14][CH3:15])[S:11][C:9]=2[N:10]=1)=O.[H-].[Al+3].[Li+].[H-].[H-].[H-].O.[OH-].[Na+]. The catalyst class is: 7. Product: [CH2:14]([C:12]1[S:11][C:9]2[N:10]=[C:5]([CH2:3][OH:2])[N:6]=[C:7]([N:16]3[CH2:21][CH2:20][N:19]4[C:22]([C:25]([F:28])([F:27])[F:26])=[N:23][N:24]=[C:18]4[CH2:17]3)[C:8]=2[CH:13]=1)[CH3:15]. (9) Reactant: [SH:1][C:2]1[CH:7]=[CH:6][C:5]([B:8]([OH:10])[OH:9])=[CH:4][CH:3]=1.Br[CH2:12][CH2:13][CH2:14][O:15][CH3:16].C([O-])([O-])=O.[K+].[K+].N[C@H](C(O)=O)CC1C=C2C(C=CC=C2)=CC=1.Cl. Product: [CH3:16][O:15][CH2:14][CH2:13][CH2:12][S:1][C:2]1[CH:7]=[CH:6][C:5]([B:8]([OH:10])[OH:9])=[CH:4][CH:3]=1. The catalyst class is: 144. (10) Reactant: C[Mg]Br.CC[O:6][CH2:7][CH3:8].[Cl:9][C:10]1[CH:11]=[C:12]([CH:20]([CH2:30][CH:31]2[CH2:35]C[C:33](=O)[CH2:32]2)[C:21]([NH:23][C:24]2[CH:29]=[N:28][CH:27]=[CH:26][N:25]=2)=[O:22])[CH:13]=[CH:14][C:15]=1[S:16]([CH3:19])(=[O:18])=[O:17]. Product: [Cl:9][C:10]1[CH:11]=[C:12]([CH:20]([CH2:30][CH:31]2[CH2:32][CH2:33][C:7]([OH:6])([CH3:8])[CH2:35]2)[C:21]([NH:23][C:24]2[CH:29]=[N:28][CH:27]=[CH:26][N:25]=2)=[O:22])[CH:13]=[CH:14][C:15]=1[S:16]([CH3:19])(=[O:17])=[O:18]. The catalyst class is: 7.